Dataset: Full USPTO retrosynthesis dataset with 1.9M reactions from patents (1976-2016). Task: Predict the reactants needed to synthesize the given product. Given the product [Cl:31][C:32]1[CH:37]=[C:36]([C:2]2[CH:7]=[CH:6][CH:5]=[C:4]([CH2:8][CH2:9][CH2:10][N:11]3[CH2:16][CH2:15][N:14]([C:17]([O:19][CH2:20][C:21]([NH:23][CH3:24])=[O:22])=[O:18])[CH2:13][CH2:12]3)[CH:3]=2)[CH:35]=[CH:34][CH:33]=1, predict the reactants needed to synthesize it. The reactants are: Br[C:2]1[CH:3]=[C:4]([CH2:8][CH2:9][CH2:10][N:11]2[CH2:16][CH2:15][N:14]([C:17]([O:19][CH2:20][C:21]([NH:23][CH3:24])=[O:22])=[O:18])[CH2:13][CH2:12]2)[CH:5]=[CH:6][CH:7]=1.C(=O)([O-])[O-].[Na+].[Na+].[Cl:31][C:32]1[CH:33]=[C:34](B(O)O)[CH:35]=[CH:36][CH:37]=1.